Predict the reaction yield, written as a fraction of the theoretical maximum amount of product (1.0 means a 100% yield; for example, 0.34 means a 34% yield). From a dataset of Reaction yield outcomes from USPTO patents with 853,638 reactions. (1) The reactants are [Br:1][C:2]1[CH:7]=[CH:6][C:5](I)=[CH:4][C:3]=1[F:9].[NH:10]1[C:18]2[CH:17]=[CH:16][CH:15]=[C:14](B(O)O)[C:13]=2[CH:12]=[CH:11]1.C([O-])(=O)C.[K+].C([O-])([O-])=O.[Cs+].[Cs+]. The catalyst is CS(C)=O.C1C=CC(P(C2C=CC=CC=2)[C-]2C=CC=C2)=CC=1.C1C=CC(P(C2C=CC=CC=2)[C-]2C=CC=C2)=CC=1.Cl[Pd]Cl.[Fe+2]. The product is [Br:1][C:2]1[CH:7]=[CH:6][C:5]([C:14]2[CH:15]=[CH:16][CH:17]=[C:18]3[C:13]=2[CH:12]=[CH:11][NH:10]3)=[CH:4][C:3]=1[F:9]. The yield is 0.830. (2) The reactants are [Cl-].ClC1N(C)CC[NH+]1C.[F:10][C:11]([F:23])([F:22])[S:12]([C:15]1[CH:21]=[CH:20][C:18]([NH2:19])=[CH:17][CH:16]=1)(=[O:14])=[O:13].C(N(CC)CC)C.[CH3:31][O:32][C:33]1[C:34](=[O:57])[C:35]([CH3:56])=[C:36]([CH2:42][C:43]2[CH:51]=[CH:50][C:46]([C:47](O)=[O:48])=[C:45]([O:52][C:53](=[O:55])[CH3:54])[CH:44]=2)[C:37](=[O:41])[C:38]=1[O:39][CH3:40]. The catalyst is C(Cl)(Cl)Cl.C(Cl)Cl. The product is [CH3:31][O:32][C:33]1[C:34](=[O:57])[C:35]([CH3:56])=[C:36]([CH2:42][C:43]2[CH:51]=[CH:50][C:46]([C:47]([NH:19][C:18]3[CH:20]=[CH:21][C:15]([S:12]([C:11]([F:22])([F:10])[F:23])(=[O:13])=[O:14])=[CH:16][CH:17]=3)=[O:48])=[C:45]([O:52][C:53](=[O:55])[CH3:54])[CH:44]=2)[C:37](=[O:41])[C:38]=1[O:39][CH3:40]. The yield is 0.390. (3) The reactants are [CH:1]1[C:14]2[C:5](=[CH:6][C:7]3[C:12]([C:13]=2[C:15]([N:17]2[CH2:22][CH2:21][CH:20]([N:23]4[CH2:36][C:27]5([C:31](=[O:32])[N:30]([CH2:33][CH3:34])[CH:29]([CH3:35])[CH2:28]5)[NH:26][CH2:25][CH2:24]4)[CH2:19][CH2:18]2)=[O:16])=[CH:11][CH:10]=[CH:9][CH:8]=3)[CH:4]=[CH:3][CH:2]=1.C=O.S([O-])([O-])(=O)=O.[Na+].[Na+].[C:46](O[BH-](OC(=O)C)OC(=O)C)(=O)C.[Na+]. The catalyst is ClCCl.C(OCC)(=O)C. The product is [CH:1]1[C:14]2[C:5](=[CH:6][C:7]3[C:12]([C:13]=2[C:15]([N:17]2[CH2:18][CH2:19][CH:20]([N:23]4[CH2:36][C:27]5([C:31](=[O:32])[N:30]([CH2:33][CH3:34])[CH:29]([CH3:35])[CH2:28]5)[N:26]([CH3:46])[CH2:25][CH2:24]4)[CH2:21][CH2:22]2)=[O:16])=[CH:11][CH:10]=[CH:9][CH:8]=3)[CH:4]=[CH:3][CH:2]=1. The yield is 0.640. (4) The reactants are COCN[C:5]([C:7]1[C:8]([NH2:16])=[N:9][C:10]([S:13][CH2:14][CH3:15])=[N:11][CH:12]=1)=[O:6].[CH3:17][O:18][C:19]1[CH:24]=[CH:23][CH:22]=[CH:21][C:20]=1[Li]. The catalyst is O1CCCC1. The product is [NH2:16][C:8]1[C:7]([C:5]([C:20]2[CH:21]=[CH:22][CH:23]=[CH:24][C:19]=2[O:18][CH3:17])=[O:6])=[CH:12][N:11]=[C:10]([S:13][CH2:14][CH3:15])[N:9]=1. The yield is 0.940. (5) The reactants are [Cl:1][C:2]1[CH:11]=[C:10]([O:12][CH3:13])[C:9](B2OC(C)(C)C(C)(C)O2)=[CH:8][C:3]=1[C:4]([O:6][CH3:7])=[O:5].O1CCOCC1.C([O-])([O-])=O.[Na+].[Na+].Br[C:36]1[CH:41]=[CH:40][CH:39]=[CH:38][N:37]=1. The catalyst is C1C=CC(P(C2C=CC=CC=2)[C-]2C=CC=C2)=CC=1.C1C=CC(P(C2C=CC=CC=2)[C-]2C=CC=C2)=CC=1.Cl[Pd]Cl.[Fe+2]. The product is [Cl:1][C:2]1[CH:11]=[C:10]([O:12][CH3:13])[C:9]([C:36]2[CH:41]=[CH:40][CH:39]=[CH:38][N:37]=2)=[CH:8][C:3]=1[C:4]([O:6][CH3:7])=[O:5]. The yield is 0.350.